From a dataset of Retrosynthesis with 50K atom-mapped reactions and 10 reaction types from USPTO. Predict the reactants needed to synthesize the given product. (1) Given the product OC1CCN(c2cc(-c3ccccc3)nc(-n3cccc3)n2)CC1, predict the reactants needed to synthesize it. The reactants are: OC1CCN(c2cc(-c3ccccc3)nc(Cl)n2)CC1.c1cc[nH]c1. (2) Given the product COCc1ncc(-c2ccc3ncc4c(c3c2)n(-c2cn(C)nc2C)c(=O)n4C)cc1OC(C)C, predict the reactants needed to synthesize it. The reactants are: COCc1ncc(B2OC(C)(C)C(C)(C)O2)cc1OC(C)C.Cc1nn(C)cc1-n1c(=O)n(C)c2cnc3ccc(Br)cc3c21.